This data is from Cav3 T-type calcium channel HTS with 100,875 compounds. The task is: Binary Classification. Given a drug SMILES string, predict its activity (active/inactive) in a high-throughput screening assay against a specified biological target. The compound is O=C(NCCn1c2c(cc1)cccc2)CC. The result is 0 (inactive).